The task is: Predict the product of the given reaction.. This data is from Forward reaction prediction with 1.9M reactions from USPTO patents (1976-2016). Given the reactants C(O[C:4](=[O:11])[C:5]1[CH:10]=[CH:9][CH:8]=[N:7][CH:6]=1)C.[F:12][C:13]1[CH:18]=[CH:17][CH:16]=[CH:15][C:14]=1[CH2:19][C:20]#[N:21], predict the reaction product. The product is: [F:12][C:13]1[CH:18]=[CH:17][CH:16]=[CH:15][C:14]=1[CH2:19][C:4]([C:5]1[CH:6]=[N:7][CH:8]=[CH:9][CH:10]=1)=[O:11].[F:12][C:13]1[CH:18]=[CH:17][CH:16]=[CH:15][C:14]=1[CH2:19][CH:20]([NH2:21])[C:5]1[CH:6]=[N:7][CH:8]=[CH:9][CH:10]=1.